From a dataset of Full USPTO retrosynthesis dataset with 1.9M reactions from patents (1976-2016). Predict the reactants needed to synthesize the given product. (1) Given the product [CH:3]12[CH2:28][CH:22]([CH:23]=[CH:24]1)[CH2:27][CH:2]2[C:1]([O:5][CH:6]1[CH2:11][CH2:10][CH:9]([NH:12][S:13]([CH3:16])(=[O:15])=[O:14])[CH2:8][CH2:7]1)=[O:4], predict the reactants needed to synthesize it. The reactants are: [C:1]([O:5][CH:6]1[CH2:11][CH2:10][CH:9]([NH:12][S:13]([CH3:16])(=[O:15])=[O:14])[CH2:8][CH2:7]1)(=[O:4])[CH:2]=[CH2:3].C1CC=CC=1.[C:22]1([CH3:28])[CH:27]=CC=[CH:24][CH:23]=1. (2) Given the product [CH3:1][C:2]1[CH:3]=[C:4]([C:8]2[N:9]=[C:10]([C:20]3[CH:25]=[CH:24][C:23]([S:26]([CH3:29])(=[O:28])=[O:27])=[CH:22][CH:21]=3)[S:11][C:12]=2[C:13]2[CH:18]=[CH:17][N:16]=[C:15]([CH2:35][OH:36])[CH:14]=2)[CH:5]=[CH:6][CH:7]=1, predict the reactants needed to synthesize it. The reactants are: [CH3:1][C:2]1[CH:3]=[C:4]([C:8]2[N:9]=[C:10]([C:20]3[CH:25]=[CH:24][C:23]([S:26]([CH3:29])(=[O:28])=[O:27])=[CH:22][CH:21]=3)[S:11][C:12]=2[C:13]2[CH:18]=[CH:17][N+:16]([O-])=[CH:15][CH:14]=2)[CH:5]=[CH:6][CH:7]=1.F[B-](F)(F)F.[CH3:35][O+:36](C)C.S(OOS([O-])(=O)=O)([O-])(=O)=O.[NH4+].[NH4+]. (3) Given the product [Cl:1][C:2]1[CH:3]=[CH:4][N:5]=[C:6]2[C:11]=1[N:10]=[CH:9][C:8]([OH:12])=[CH:7]2, predict the reactants needed to synthesize it. The reactants are: [Cl:1][C:2]1[CH:3]=[CH:4][N:5]=[C:6]2[C:11]=1[N:10]=[CH:9][C:8]([O:12]C)=[CH:7]2.B(Br)(Br)Br.ClC(Cl)C. (4) The reactants are: FC(F)(F)C(O)=O.[Cl:8][C:9]1[CH:14]=[C:13]2[NH:15][C:16](=[O:38])[C:17]3([CH:21]([C:22]4[CH:27]=[CH:26][CH:25]=[C:24]([Cl:28])[C:23]=4[F:29])[CH:20]([C:30](O)=[O:31])[NH:19][CH:18]3[CH2:33][C:34]([CH3:37])([CH3:36])[CH3:35])[C:12]2=[CH:11][CH:10]=1.C(N(C(C)C)CC)(C)C.C1(P(Cl)(C2C=CC=CC=2)=O)C=CC=CC=1.[NH2:63][C:64]1[CH:69]=[CH:68][N:67]=[CH:66][C:65]=1[O:70][CH3:71]. Given the product [CH3:71][O:70][C:65]1[CH:66]=[N:67][CH:68]=[CH:69][C:64]=1[NH:63][C:30]([CH:20]1[NH:19][CH:18]([CH2:33][C:34]([CH3:35])([CH3:37])[CH3:36])[C:17]2([C:12]3[C:13](=[CH:14][C:9]([Cl:8])=[CH:10][CH:11]=3)[NH:15][C:16]2=[O:38])[CH:21]1[C:22]1[CH:27]=[CH:26][CH:25]=[C:24]([Cl:28])[C:23]=1[F:29])=[O:31], predict the reactants needed to synthesize it. (5) Given the product [Cl:1][C:2]1[CH:7]=[CH:6][C:5]([Cl:8])=[CH:4][C:3]=1[CH:9]1[C:17]2[C:12](=[CH:13][CH:14]=[C:15]([C:18]3[CH:19]=[C:20]([CH:28]=[CH:29][CH:30]=3)[C:21]([NH:23][CH2:24][CH2:25][S:26]([CH3:27])=[O:39])=[O:22])[CH:16]=2)[CH2:11][CH2:10]1, predict the reactants needed to synthesize it. The reactants are: [Cl:1][C:2]1[CH:7]=[CH:6][C:5]([Cl:8])=[CH:4][C:3]=1[CH:9]1[C:17]2[C:12](=[CH:13][CH:14]=[C:15]([C:18]3[CH:19]=[C:20]([CH:28]=[CH:29][CH:30]=3)[C:21]([NH:23][CH2:24][CH2:25][S:26][CH3:27])=[O:22])[CH:16]=2)[CH2:11][CH2:10]1.ClC1C=CC=C(C(OO)=[O:39])C=1. (6) Given the product [O:1]1[CH2:6][CH2:5][N:4]([CH2:7][CH2:8][O:9][NH2:11])[CH2:3][CH2:2]1, predict the reactants needed to synthesize it. The reactants are: [O:1]1[CH2:6][CH2:5][N:4]([CH2:7][CH2:8][OH:9])[CH2:3][CH2:2]1.O[N:11]1C(=O)C2C(=CC=CC=2)C1=O.C1(P(C2C=CC=CC=2)C2C=CC=CC=2)C=CC=CC=1.N(C(OC(C)C)=O)=NC(OC(C)C)=O.O.NN. (7) Given the product [O:1]1[C:5]([C:6]2[CH:31]=[CH:30][CH:29]=[CH:28][C:7]=2[O:8][CH:9]2[CH2:10][CH2:11][N:12]([S:15]([CH2:18][CH:19]([N:26]([OH:27])[CH:32]=[O:33])[C:20]3[CH:25]=[CH:24][CH:23]=[CH:22][CH:21]=3)(=[O:17])=[O:16])[CH2:13][CH2:14]2)=[CH:4][CH:3]=[N:2]1, predict the reactants needed to synthesize it. The reactants are: [O:1]1[C:5]([C:6]2[CH:31]=[CH:30][CH:29]=[CH:28][C:7]=2[O:8][CH:9]2[CH2:14][CH2:13][N:12]([S:15]([CH2:18][CH:19]([NH:26][OH:27])[C:20]3[CH:25]=[CH:24][CH:23]=[CH:22][CH:21]=3)(=[O:17])=[O:16])[CH2:11][CH2:10]2)=[CH:4][CH:3]=[N:2]1.[CH:32](O)=[O:33].C(OC(=O)C)(=O)C.CO.